From a dataset of Forward reaction prediction with 1.9M reactions from USPTO patents (1976-2016). Predict the product of the given reaction. (1) Given the reactants [F:1][C:2]([F:12])([C:8]([F:11])([F:10])[F:9])/[CH:3]=[CH:4]/[C:5]([OH:7])=O.CN(C(ON1N=NC2C=CC=CC1=2)=[N+](C)C)C.F[P-](F)(F)(F)(F)F.C(NC(C)C)(C)C.[CH3:44][CH:45]([CH3:60])[CH:46]([NH:49][C:50]1[C:59]2[C:54](=[CH:55][CH:56]=[CH:57][CH:58]=2)[N:53]=[CH:52][CH:51]=1)[CH2:47][NH2:48].C(N(C(C)C)CC)(C)C, predict the reaction product. The product is: [F:12][C:2]([F:1])([C:8]([F:11])([F:10])[F:9])/[CH:3]=[CH:4]/[C:5]([NH:48][CH2:47][CH:46]([NH:49][C:50]1[C:59]2[C:54](=[CH:55][CH:56]=[CH:57][CH:58]=2)[N:53]=[CH:52][CH:51]=1)[CH:45]([CH3:60])[CH3:44])=[O:7]. (2) Given the reactants [CH2:1]([O:8][CH2:9][CH2:10][C@H:11]([N:14]1[C:20](=[O:21])[CH2:19][CH2:18][N:17]([C:22]2[CH:27]=[CH:26][CH:25]=[C:24]([C:28]([F:31])([F:30])[F:29])[CH:23]=2)[CH2:16][CH2:15]1)[CH2:12][OH:13])[C:2]1[CH:7]=[CH:6][CH:5]=[CH:4][CH:3]=1.[CH3:32]I.[H-].[Na+], predict the reaction product. The product is: [CH2:1]([O:8][CH2:9][CH2:10][C@H:11]([N:14]1[C:20](=[O:21])[CH2:19][CH2:18][N:17]([C:22]2[CH:27]=[CH:26][CH:25]=[C:24]([C:28]([F:30])([F:31])[F:29])[CH:23]=2)[CH2:16][CH2:15]1)[CH2:12][O:13][CH3:32])[C:2]1[CH:7]=[CH:6][CH:5]=[CH:4][CH:3]=1.